Dataset: NCI-60 drug combinations with 297,098 pairs across 59 cell lines. Task: Regression. Given two drug SMILES strings and cell line genomic features, predict the synergy score measuring deviation from expected non-interaction effect. (1) Drug 1: CCC1=CC2CC(C3=C(CN(C2)C1)C4=CC=CC=C4N3)(C5=C(C=C6C(=C5)C78CCN9C7C(C=CC9)(C(C(C8N6C)(C(=O)OC)O)OC(=O)C)CC)OC)C(=O)OC.C(C(C(=O)O)O)(C(=O)O)O. Drug 2: CC1C(C(CC(O1)OC2CC(CC3=C2C(=C4C(=C3O)C(=O)C5=C(C4=O)C(=CC=C5)OC)O)(C(=O)CO)O)N)O.Cl. Cell line: SW-620. Synergy scores: CSS=40.8, Synergy_ZIP=-1.04, Synergy_Bliss=-1.02, Synergy_Loewe=-2.31, Synergy_HSA=0.836. (2) Drug 1: CC12CCC(CC1=CCC3C2CCC4(C3CC=C4C5=CN=CC=C5)C)O. Drug 2: C1=CC=C(C(=C1)C(C2=CC=C(C=C2)Cl)C(Cl)Cl)Cl. Cell line: SK-MEL-2. Synergy scores: CSS=0.187, Synergy_ZIP=2.82, Synergy_Bliss=4.68, Synergy_Loewe=-1.56, Synergy_HSA=0.567. (3) Drug 1: COC1=C(C=C2C(=C1)N=CN=C2NC3=CC(=C(C=C3)F)Cl)OCCCN4CCOCC4. Drug 2: CC(C)(C#N)C1=CC(=CC(=C1)CN2C=NC=N2)C(C)(C)C#N. Cell line: PC-3. Synergy scores: CSS=14.9, Synergy_ZIP=-1.07, Synergy_Bliss=0.107, Synergy_Loewe=0.322, Synergy_HSA=0.446. (4) Drug 1: C1=CC(=CC=C1CCC2=CNC3=C2C(=O)NC(=N3)N)C(=O)NC(CCC(=O)O)C(=O)O. Drug 2: CS(=O)(=O)OCCCCOS(=O)(=O)C. Cell line: SK-OV-3. Synergy scores: CSS=38.3, Synergy_ZIP=0.837, Synergy_Bliss=-1.12, Synergy_Loewe=-9.92, Synergy_HSA=-1.28. (5) Drug 1: CC1=C(N=C(N=C1N)C(CC(=O)N)NCC(C(=O)N)N)C(=O)NC(C(C2=CN=CN2)OC3C(C(C(C(O3)CO)O)O)OC4C(C(C(C(O4)CO)O)OC(=O)N)O)C(=O)NC(C)C(C(C)C(=O)NC(C(C)O)C(=O)NCCC5=NC(=CS5)C6=NC(=CS6)C(=O)NCCC[S+](C)C)O. Drug 2: CC1=C(C(=O)C2=C(C1=O)N3CC4C(C3(C2COC(=O)N)OC)N4)N. Cell line: SF-295. Synergy scores: CSS=58.3, Synergy_ZIP=6.60, Synergy_Bliss=7.82, Synergy_Loewe=0.246, Synergy_HSA=7.49. (6) Drug 1: CC1=C2C(C(=O)C3(C(CC4C(C3C(C(C2(C)C)(CC1OC(=O)C(C(C5=CC=CC=C5)NC(=O)C6=CC=CC=C6)O)O)OC(=O)C7=CC=CC=C7)(CO4)OC(=O)C)O)C)OC(=O)C. Drug 2: C1CN(CCN1C(=O)CCBr)C(=O)CCBr. Cell line: SNB-19. Synergy scores: CSS=26.6, Synergy_ZIP=-9.76, Synergy_Bliss=-5.23, Synergy_Loewe=-15.4, Synergy_HSA=-4.11. (7) Drug 1: CC1=C(C(CCC1)(C)C)C=CC(=CC=CC(=CC(=O)O)C)C. Drug 2: C1=NNC2=C1C(=O)NC=N2. Cell line: SNB-19. Synergy scores: CSS=-1.82, Synergy_ZIP=-0.602, Synergy_Bliss=-3.63, Synergy_Loewe=-2.49, Synergy_HSA=-3.35.